Dataset: Forward reaction prediction with 1.9M reactions from USPTO patents (1976-2016). Task: Predict the product of the given reaction. (1) Given the reactants [Cl:1][C:2]1[CH:3]=[C:4]([C:8]#[CH:9])[CH:5]=[CH:6][CH:7]=1.[CH2:10]([O:12][C:13]([N:15]1[CH2:20][CH2:19][NH:18][CH2:17][CH2:16]1)=[O:14])[CH3:11].[S:21]1[CH:25]=[CH:24][CH:23]=[C:22]1[CH:26]=O, predict the reaction product. The product is: [CH2:10]([O:12][C:13]([N:15]1[CH2:16][CH2:17][N:18]([CH:26]([C:22]2[S:21][CH:25]=[CH:24][CH:23]=2)[C:9]#[C:8][C:4]2[CH:5]=[CH:6][CH:7]=[C:2]([Cl:1])[CH:3]=2)[CH2:19][CH2:20]1)=[O:14])[CH3:11]. (2) Given the reactants Br[C:2]1[CH:7]=[CH:6][C:5]([N:8]2[CH2:13][CH2:12][O:11][CH2:10][CH2:9]2)=[CH:4][CH:3]=1.[Li]CCCC.[B:19](OC(C)C)([O:24]C(C)C)[O:20]C(C)C.[NH4+].[Cl-], predict the reaction product. The product is: [N:8]1([C:5]2[CH:6]=[CH:7][C:2]([B:19]([OH:24])[OH:20])=[CH:3][CH:4]=2)[CH2:13][CH2:12][O:11][CH2:10][CH2:9]1. (3) Given the reactants [C:1]([O:5][C:6]([N:8]1[CH2:14][CH2:13][C:12]2[C:15]([NH:20][CH2:21][C:22]3[CH:27]=[CH:26][C:25]([C:28](O)=[O:29])=[CH:24][CH:23]=3)=[C:16]([Cl:19])[CH:17]=[CH:18][C:11]=2[CH2:10][CH2:9]1)=[O:7])([CH3:4])([CH3:3])[CH3:2].Cl.CN.[CH2:34]([N:36](CC)CC)C.CN(C(ON1N=NC2C=CC=NC1=2)=[N+](C)C)C.F[P-](F)(F)(F)(F)F, predict the reaction product. The product is: [C:1]([O:5][C:6]([N:8]1[CH2:14][CH2:13][C:12]2[C:15]([NH:20][CH2:21][C:22]3[CH:27]=[CH:26][C:25]([C:28](=[O:29])[NH:36][CH3:34])=[CH:24][CH:23]=3)=[C:16]([Cl:19])[CH:17]=[CH:18][C:11]=2[CH2:10][CH2:9]1)=[O:7])([CH3:4])([CH3:3])[CH3:2]. (4) The product is: [C:20]1([CH2:67][CH2:39][CH2:40][CH2:41][CH2:42][CH2:43][CH3:44])[CH:21]=[CH:22][CH:23]=[CH:24][CH:25]=1. Given the reactants [C:20]1([B-]([C:20]2[CH:25]=[CH:24][CH:23]=[CH:22][CH:21]=2)([C:20]2[CH:25]=[CH:24][CH:23]=[CH:22][CH:21]=2)[C:20]2[CH:25]=[CH:24][CH:23]=[CH:22][CH:21]=2)[CH:25]=[CH:24][CH:23]=[CH:22][CH:21]=1.C([PH+](C(C)(C)C)C(C)(C)C)(C)(C)C.[C:39]1([CH3:67])[CH:44]=[CH:43][C:42]([B-]([C:42]2[CH:43]=[CH:44][C:39]([CH3:67])=[CH:40][CH:41]=2)([C:42]2[CH:43]=[CH:44][C:39]([CH3:67])=[CH:40][CH:41]=2)[C:42]2[CH:43]=[CH:44][C:39]([CH3:67])=[CH:40][CH:41]=2)=[CH:41][CH:40]=1.C([PH+](C(C)(C)C)C(C)(C)C)(C)(C)C.C(P(C(C)(C)C)C(C)(C)C)(C)(C)C, predict the reaction product. (5) Given the reactants C(OC(=O)[NH:10][C:11]1[CH:12]=[C:13]2[C:17](=[CH:18][CH:19]=1)[CH2:16][C:15]1([C:23](=[O:24])[NH:22][C:21]([C:25]3[CH:30]=[CH:29][CH:28]=[CH:27][CH:26]=3)=[N:20]1)[CH2:14]2)C1C=CC=CC=1, predict the reaction product. The product is: [NH2:10][C:11]1[CH:12]=[C:13]2[C:17](=[CH:18][CH:19]=1)[CH2:16][C:15]1([C:23](=[O:24])[NH:22][C:21]([C:25]3[CH:26]=[CH:27][CH:28]=[CH:29][CH:30]=3)=[N:20]1)[CH2:14]2. (6) Given the reactants [F:1][C:2]1[CH:7]=[CH:6][C:5]([C:8]2[N:9]=[C:10](SC)[N:11]=[N:12][CH:13]=2)=[CH:4][C:3]=1[C:16]1[CH:17]=[N:18][CH:19]=[CH:20][CH:21]=1.[F:22][C:23]1[CH:28]=[C:27]([F:29])[CH:26]=[CH:25][C:24]=1B(O)O, predict the reaction product. The product is: [F:22][C:23]1[CH:28]=[C:27]([F:29])[CH:26]=[CH:25][C:24]=1[C:10]1[N:11]=[N:12][CH:13]=[C:8]([C:5]2[CH:6]=[CH:7][C:2]([F:1])=[C:3]([C:16]3[CH:17]=[N:18][CH:19]=[CH:20][CH:21]=3)[CH:4]=2)[N:9]=1. (7) Given the reactants [Br:1][C:2]1[CH:3]=[CH:4][C:5]2[C:10](=[O:11])OC(=O)[NH:7][C:6]=2[CH:13]=1.[CH3:14][N:15]([CH3:22])[CH:16]1[CH2:21][CH2:20][NH:19][CH2:18][CH2:17]1, predict the reaction product. The product is: [NH2:7][C:6]1[CH:13]=[C:2]([Br:1])[CH:3]=[CH:4][C:5]=1[C:10]([N:19]1[CH2:20][CH2:21][CH:16]([N:15]([CH3:22])[CH3:14])[CH2:17][CH2:18]1)=[O:11]. (8) The product is: [CH3:60][O:59][C:53]1[CH:52]=[C:51]([NH:50][C:48]([CH2:47][C:43]2[CH:42]=[C:41]([NH:40][C:16](=[O:18])[CH2:15][CH2:14][CH:10]3[CH2:11][CH2:12][CH2:13][NH:8][CH2:9]3)[CH:46]=[CH:45][CH:44]=2)=[O:49])[CH:56]=[CH:55][C:54]=1[O:57][CH3:58].[CH:6]([O-:7])=[O:5]. Given the reactants C([O:5][C:6]([N:8]1[CH2:13][CH2:12][CH2:11][CH:10]([CH2:14][CH2:15][C:16]([OH:18])=O)[CH2:9]1)=[O:7])(C)(C)C.C(Cl)CCl.C1C=CC2N(O)N=NC=2C=1.CN1CCOCC1.[NH2:40][C:41]1[CH:42]=[C:43]([CH2:47][C:48]([NH:50][C:51]2[CH:56]=[CH:55][C:54]([O:57][CH3:58])=[C:53]([O:59][CH3:60])[CH:52]=2)=[O:49])[CH:44]=[CH:45][CH:46]=1, predict the reaction product.